The task is: Predict hERG channel inhibition at various concentrations.. This data is from hERG Central: cardiac toxicity at 1µM, 10µM, and general inhibition. The molecule is Cc1cc(C(=O)N2CCN(c3ccc([N+](=O)[O-])cc3)CC2)c(C)o1. Results: hERG_inhib (hERG inhibition (general)): blocker.